This data is from Forward reaction prediction with 1.9M reactions from USPTO patents (1976-2016). The task is: Predict the product of the given reaction. (1) The product is: [Cl:12][C:13]1[CH:18]=[CH:17][C:16]([C:6]([C:5]2[CH:9]=[CH:10][CH:11]=[C:3]([O:2][CH3:1])[CH:4]=2)=[O:7])=[C:15]([CH3:22])[CH:14]=1. Given the reactants [CH3:1][O:2][C:3]1[CH:4]=[C:5]([CH:9]=[CH:10][CH:11]=1)[C:6](Cl)=[O:7].[Cl:12][C:13]1[CH:18]=[CH:17][C:16](B(O)O)=[C:15]([CH3:22])[CH:14]=1.C(=O)([O-])[O-].[Na+].[Na+], predict the reaction product. (2) The product is: [CH:23]1([N:9]([CH:6]2[CH2:5][CH2:4][N:3]([C:1]3[O:26][N:27]=[C:28]([CH2:29][CH:30]4[CH2:35][CH2:34][O:33][CH2:32][CH2:31]4)[N:2]=3)[CH2:8][CH2:7]2)[C:10](=[O:22])[C:11]2[CH:12]=[CH:13][C:14]([C:17]3[O:21][CH:20]=[N:19][CH:18]=3)=[CH:15][CH:16]=2)[CH2:25][CH2:24]1. Given the reactants [C:1]([N:3]1[CH2:8][CH2:7][CH:6]([N:9]([CH:23]2[CH2:25][CH2:24]2)[C:10](=[O:22])[C:11]2[CH:16]=[CH:15][C:14]([C:17]3[O:21][CH:20]=[N:19][CH:18]=3)=[CH:13][CH:12]=2)[CH2:5][CH2:4]1)#[N:2].[OH:26][NH:27][C:28](=N)[CH2:29][CH:30]1[CH2:35][CH2:34][O:33][CH2:32][CH2:31]1, predict the reaction product. (3) Given the reactants [Cl:1][C:2]1[CH:3]=[C:4]([CH:8]=[CH:9][C:10]=1[CH3:11])[C:5]([OH:7])=[O:6].C(OC(N1CCN(CC2C(OC(F)(F)F)=CC(C(OCC)=O)=C(N)C=2[Br:43])CC1)=O)(C)(C)C, predict the reaction product. The product is: [Br:43][C:9]1[CH:8]=[C:4]([CH:3]=[C:2]([Cl:1])[C:10]=1[CH3:11])[C:5]([OH:7])=[O:6]. (4) Given the reactants [NH2:1][C:2]1[C:7]([C:8]([NH2:10])=[O:9])=[C:6]([O:11][CH3:12])[C:5]([CH2:13][N:14]2[CH2:19][CH2:18][O:17][CH2:16][CH2:15]2)=[C:4]([O:20][CH3:21])[CH:3]=1.[OH:22][CH2:23][CH2:24][O:25][C:26]1[C:33]([CH3:34])=[CH:32][C:29]([CH:30]=O)=[CH:28][C:27]=1[CH3:35].S(=O)(O)[O-].[Na+].C1(C)C=CC(S(O)(=O)=O)=CC=1, predict the reaction product. The product is: [OH:22][CH2:23][CH2:24][O:25][C:26]1[C:33]([CH3:34])=[CH:32][C:29]([C:30]2[NH:10][C:8](=[O:9])[C:7]3[C:2](=[CH:3][C:4]([O:20][CH3:21])=[C:5]([CH2:13][N:14]4[CH2:19][CH2:18][O:17][CH2:16][CH2:15]4)[C:6]=3[O:11][CH3:12])[N:1]=2)=[CH:28][C:27]=1[CH3:35]. (5) Given the reactants [OH:1][C@H:2]1[CH2:6][N:5]([C:7]([O:9][C:10]([CH3:13])([CH3:12])[CH3:11])=[O:8])[C@H:4]([C:14]([O:16][CH3:17])=[O:15])[CH2:3]1.[H-].[Na+].[CH2:20](Br)[C:21]1[CH:26]=[CH:25][CH:24]=[CH:23][CH:22]=1, predict the reaction product. The product is: [CH2:20]([O:1][C@H:2]1[CH2:6][N:5]([C:7]([O:9][C:10]([CH3:11])([CH3:12])[CH3:13])=[O:8])[C@H:4]([C:14]([O:16][CH3:17])=[O:15])[CH2:3]1)[C:21]1[CH:26]=[CH:25][CH:24]=[CH:23][CH:22]=1. (6) Given the reactants [N:1]1([C:7]([NH:9][CH:10]([CH2:14][S:15]([CH2:18][C:19]2[CH:24]=[CH:23][CH:22]=[CH:21][CH:20]=2)(=[O:17])=[O:16])[C:11](O)=[O:12])=[O:8])[CH2:6][CH2:5][O:4][CH2:3][CH2:2]1.[NH2:25][CH:26]1[CH2:30][O:29][CH2:28][CH:27]1[OH:31].C(Cl)CCl.C1C=CC2N(O)N=NC=2C=1.CN1CCOCC1.CC(OI1(OC(C)=O)(OC(C)=O)OC(=O)C2C=CC=CC1=2)=O, predict the reaction product. The product is: [O:31]=[C:27]1[CH2:28][O:29][CH2:30][CH:26]1[NH:25][C:11]([CH:10]([NH:9][C:7]([N:1]1[CH2:2][CH2:3][O:4][CH2:5][CH2:6]1)=[O:8])[CH2:14][S:15]([CH2:18][C:19]1[CH:20]=[CH:21][CH:22]=[CH:23][CH:24]=1)(=[O:17])=[O:16])=[O:12].